Dataset: Forward reaction prediction with 1.9M reactions from USPTO patents (1976-2016). Task: Predict the product of the given reaction. (1) Given the reactants [BH4-].[Li+].ClN1[C:8](=[O:9])[CH2:7][CH2:6][C:5]1=O.[C:11]([O-])(=O)[CH3:12].[CH2:15]([O:17]C(=O)C)[CH3:16], predict the reaction product. The product is: [CH3:5][CH2:6][CH2:7][CH2:8][CH2:15][CH2:11][CH3:12].[CH3:8][OH:9].[CH3:16][CH2:15][OH:17]. (2) Given the reactants I[C:2]1[CH:7]=[CH:6][CH:5]=[CH:4][C:3]=1I.[CH3:9][Si:10]([CH3:21])([CH3:20])[C:11]1[CH:16]=[CH:15][C:14](B(O)O)=[CH:13][CH:12]=1.[OH-].[Na+].COCCO[CH2:29][CH2:30]OC, predict the reaction product. The product is: [CH3:9][Si:10]([CH3:20])([CH3:11])[C:2]1[CH:7]=[CH:6][C:5]([C:12]2[C:13]([C:14]3[CH:15]=[CH:16][C:11]([Si:10]([CH3:21])([CH3:20])[CH3:9])=[CH:12][CH:13]=3)=[CH:14][CH:15]=[CH:29][CH:30]=2)=[CH:4][CH:3]=1. (3) Given the reactants Br[C:2]1[C:12]2[O:11][CH2:10][CH2:9][N:8]([C:13]([O:15][C:16]([CH3:19])([CH3:18])[CH3:17])=[O:14])[CH2:7][C:6]=2[CH:5]=[CH:4][CH:3]=1.[NH:20]1[CH2:25][CH2:24][O:23][CH2:22][CH2:21]1.CC(C)([O-])C.[Na+].O1CCOCC1, predict the reaction product. The product is: [N:20]1([C:2]2[C:12]3[O:11][CH2:10][CH2:9][N:8]([C:13]([O:15][C:16]([CH3:19])([CH3:18])[CH3:17])=[O:14])[CH2:7][C:6]=3[CH:5]=[CH:4][CH:3]=2)[CH2:25][CH2:24][O:23][CH2:22][CH2:21]1.